Predict the reactants needed to synthesize the given product. From a dataset of Full USPTO retrosynthesis dataset with 1.9M reactions from patents (1976-2016). (1) Given the product [C:32]([C:2]1[CH:3]=[CH:4][C:5]([C:8]([NH:10][C@@H:11]([C:22]2[CH:23]=[CH:24][C:25]([C:28]([F:31])([F:30])[F:29])=[CH:26][CH:27]=2)[C:12]2[C:17]([C:18]([F:21])([F:20])[F:19])=[CH:16][CH:15]=[CH:14][N:13]=2)=[O:9])=[N:6][CH:7]=1)#[N:33], predict the reactants needed to synthesize it. The reactants are: Br[C:2]1[CH:3]=[CH:4][C:5]([C:8]([NH:10][C@@H:11]([C:22]2[CH:27]=[CH:26][C:25]([C:28]([F:31])([F:30])[F:29])=[CH:24][CH:23]=2)[C:12]2[C:17]([C:18]([F:21])([F:20])[F:19])=[CH:16][CH:15]=[CH:14][N:13]=2)=[O:9])=[N:6][CH:7]=1.[CH3:32][N:33](C=O)C. (2) Given the product [CH3:32][C:2]([CH3:1])([CH3:33])[CH2:3][C:4]([NH:6][C:7]1[C:8]([CH3:31])=[C:9]([CH3:30])[C:10]2[O:14][CH2:13][CH:12]([C:15]3[CH:16]=[C:17]([CH2:21][CH2:22][C:23]([O:25][CH2:26][CH3:27])=[O:24])[CH:18]=[CH:19][CH:20]=3)[C:11]=2[C:28]=1[CH3:29])=[O:5], predict the reactants needed to synthesize it. The reactants are: [CH3:1][C:2]([CH3:33])([CH3:32])[CH2:3][C:4]([NH:6][C:7]1[C:8]([CH3:31])=[C:9]([CH3:30])[C:10]2[O:14][CH2:13][CH:12]([C:15]3[CH:16]=[C:17](/[CH:21]=[CH:22]/[C:23]([O:25][CH2:26][CH3:27])=[O:24])[CH:18]=[CH:19][CH:20]=3)[C:11]=2[C:28]=1[CH3:29])=[O:5].C(OCC)(=O)C. (3) Given the product [Cl:17][C:18]1[CH:19]=[CH:20][C:21]([NH:24][CH2:25][CH2:26][NH:27][C:2]2[CH:7]=[C:6]([C:8]3[CH:13]=[CH:12][CH:11]=[C:10]([CH3:14])[C:9]=3[CH3:15])[N:5]=[C:4]([NH2:16])[N:3]=2)=[N:22][CH:23]=1, predict the reactants needed to synthesize it. The reactants are: Cl[C:2]1[CH:7]=[C:6]([C:8]2[CH:13]=[CH:12][CH:11]=[C:10]([CH3:14])[C:9]=2[CH3:15])[N:5]=[C:4]([NH2:16])[N:3]=1.[Cl:17][C:18]1[CH:19]=[CH:20][C:21]([NH:24][CH2:25][CH2:26][NH2:27])=[N:22][CH:23]=1.